From a dataset of Peptide-MHC class II binding affinity with 134,281 pairs from IEDB. Regression. Given a peptide amino acid sequence and an MHC pseudo amino acid sequence, predict their binding affinity value. This is MHC class II binding data. (1) The peptide sequence is GELQIVWKIDAAFKI. The MHC is DRB1_1302 with pseudo-sequence DRB1_1302. The binding affinity (normalized) is 0.650. (2) The binding affinity (normalized) is 0.0685. The MHC is DRB1_0101 with pseudo-sequence DRB1_0101. The peptide sequence is MPVDPDNEAYEMPSE. (3) The peptide sequence is LNVTSEDLGKTFSVG. The MHC is HLA-DQA10201-DQB10303 with pseudo-sequence HLA-DQA10201-DQB10303. The binding affinity (normalized) is 0.419.